Dataset: Reaction yield outcomes from USPTO patents with 853,638 reactions. Task: Predict the reaction yield, written as a fraction of the theoretical maximum amount of product (1.0 means a 100% yield; for example, 0.34 means a 34% yield). (1) The catalyst is CO. The product is [ClH:1].[ClH:1].[C:2]1([S:8]([N:11]2[C:15]3=[N:16][CH:17]=[N:18][C:19]([N:20]4[CH2:21][CH2:22][NH:23][CH2:24][CH2:25]4)=[C:14]3[C:13]([Br:26])=[N:12]2)(=[O:9])=[O:10])[CH:3]=[CH:4][CH:5]=[CH:6][CH:7]=1. The yield is 1.00. The reactants are [ClH:1].[C:2]1([S:8]([N:11]2[C:15]3=[N:16][CH:17]=[N:18][C:19]([N:20]4[CH2:25][CH2:24][NH:23][CH2:22][CH2:21]4)=[C:14]3[C:13]([Br:26])=[N:12]2)(=[O:10])=[O:9])[CH:7]=[CH:6][CH:5]=[CH:4][CH:3]=1. (2) The reactants are [CH3:1][C:2]1[O:6][N:5]=[C:4]([C:7]2[CH:12]=[CH:11][CH:10]=[CH:9][CH:8]=2)[C:3]=1[CH2:13][OH:14].O[C:16]1[CH:21]=[CH:20][CH:19]=[CH:18][N:17]=1.C(P(CCCC)CCCC)CCC.CN(C)C(N=NC(N(C)C)=O)=O.C1(P(C2C=CC=CC=2)C2C=CC=CC=2)C=CC=CC=1.N(C(OCC)=O)=NC(OCC)=O. The catalyst is C1COCC1. The product is [CH3:1][C:2]1[O:6][N:5]=[C:4]([C:7]2[CH:12]=[CH:11][CH:10]=[CH:9][CH:8]=2)[C:3]=1[CH2:13][O:14][C:16]1[CH:21]=[CH:20][CH:19]=[CH:18][N:17]=1. The yield is 0.250. (3) The reactants are [CH3:1][C:2]1[O:6][N:5]=[C:4]([C:7]2[CH:12]=[CH:11][CH:10]=[CH:9][CH:8]=2)[C:3]=1[CH2:13][O:14][C:15]1[CH:23]=[CH:22][C:18]([C:19]([OH:21])=O)=[CH:17][N:16]=1.[C:24]([NH:27][CH2:28][CH2:29][NH2:30])(=[O:26])[CH3:25]. The yield is 0.670. The product is [C:24]([NH:27][CH2:28][CH2:29][NH:30][C:19](=[O:21])[C:18]1[CH:22]=[CH:23][C:15]([O:14][CH2:13][C:3]2[C:4]([C:7]3[CH:8]=[CH:9][CH:10]=[CH:11][CH:12]=3)=[N:5][O:6][C:2]=2[CH3:1])=[N:16][CH:17]=1)(=[O:26])[CH3:25]. No catalyst specified. (4) The reactants are [Cl-].O[NH3+:3].[C:4](=[O:7])([O-])[OH:5].[Na+].CS(C)=O.[CH2:13]([C:15]1[S:53][C:18]2[N:19]([CH2:38][C:39]3[CH:44]=[CH:43][C:42]([C:45]4[C:46]([C:51]#[N:52])=[CH:47][CH:48]=[CH:49][CH:50]=4)=[CH:41][CH:40]=3)[C:20](=[O:37])[N:21]([CH2:24][C:25]([C:27]3[CH:36]=[CH:35][C:34]4[C:29](=[CH:30][CH:31]=[CH:32][CH:33]=4)[CH:28]=3)=[O:26])[C:22](=[O:23])[C:17]=2[CH:16]=1)[CH3:14]. The catalyst is C(Cl)(Cl)Cl. The product is [CH2:13]([C:15]1[S:53][C:18]2[N:19]([CH2:38][C:39]3[CH:44]=[CH:43][C:42]([C:45]4[CH:50]=[CH:49][CH:48]=[CH:47][C:46]=4[C:51]4[NH:3][C:4](=[O:7])[O:5][N:52]=4)=[CH:41][CH:40]=3)[C:20](=[O:37])[N:21]([CH2:24][C:25]([C:27]3[CH:36]=[CH:35][C:34]4[C:29](=[CH:30][CH:31]=[CH:32][CH:33]=4)[CH:28]=3)=[O:26])[C:22](=[O:23])[C:17]=2[CH:16]=1)[CH3:14]. The yield is 0.190. (5) The reactants are [Br:1][C:2]1[N:3]=[C:4]([C:16]2[CH:21]=[CH:20][C:19]([C:22]([F:25])([F:24])[F:23])=[CH:18][CH:17]=2)[N:5]([CH2:8][O:9][CH2:10][CH2:11][Si:12]([CH3:15])([CH3:14])[CH3:13])[C:6]=1Br.[Li]CCCC.[Cl:31][C:32]1[N:37]=[CH:36][CH:35]=[CH:34][N:33]=1. The product is [Br:1][C:2]1[N:3]=[C:4]([C:16]2[CH:21]=[CH:20][C:19]([C:22]([F:25])([F:24])[F:23])=[CH:18][CH:17]=2)[N:5]([CH2:8][O:9][CH2:10][CH2:11][Si:12]([CH3:15])([CH3:14])[CH3:13])[C:6]=1[CH:36]1[NH:37][C:32]([Cl:31])=[N:33][CH:34]=[CH:35]1. The catalyst is C1COCC1. The yield is 0.820. (6) The reactants are [C:1]([C:3]1[CH:4]=[C:5]([C:13]2[S:17][C:16]([C:18]3[CH:26]=[CH:25][CH:24]=[C:23]4[C:19]=3[CH2:20][CH2:21][C@H:22]4[NH:27][S:28]([CH2:31][C:32](OC)=[O:33])(=[O:30])=[O:29])=[N:15][N:14]=2)[CH:6]=[CH:7][C:8]=1[O:9][CH:10]([CH3:12])[CH3:11])#[N:2].[BH4-].[Na+].CO. The catalyst is C1COCC1. The product is [C:1]([C:3]1[CH:4]=[C:5]([C:13]2[S:17][C:16]([C:18]3[CH:26]=[CH:25][CH:24]=[C:23]4[C:19]=3[CH2:20][CH2:21][C@H:22]4[NH:27][S:28]([CH2:31][CH2:32][OH:33])(=[O:29])=[O:30])=[N:15][N:14]=2)[CH:6]=[CH:7][C:8]=1[O:9][CH:10]([CH3:12])[CH3:11])#[N:2]. The yield is 0.600. (7) The reactants are [CH3:1][C:2]1[CH:3]=[CH:4][N:5]2[C:10]=1[C:9](=O)[NH:8][CH:7]=[N:6]2.O=P(Cl)(Cl)[Cl:14]. No catalyst specified. The product is [Cl:14][C:9]1[C:10]2=[C:2]([CH3:1])[CH:3]=[CH:4][N:5]2[N:6]=[CH:7][N:8]=1. The yield is 0.820.